This data is from Reaction yield outcomes from USPTO patents with 853,638 reactions. The task is: Predict the reaction yield, written as a fraction of the theoretical maximum amount of product (1.0 means a 100% yield; for example, 0.34 means a 34% yield). (1) The reactants are [NH2:1][C:2]1[C:3]([CH3:10])=[C:4]([CH:7]=[CH:8][CH:9]=1)[C:5]#[N:6].Br.Br[CH:13]([C:15]1[CH:16]=[C:17]([C:32]([N:34]([CH3:36])[CH3:35])=[O:33])[CH:18]=[C:19]2[C:24]=1[O:23][C:22]([N:25]1[CH2:30][CH2:29][O:28][CH2:27][CH2:26]1)=[CH:21][C:20]2=[O:31])[CH3:14]. No catalyst specified. The product is [C:5]([C:4]1[C:3]([CH3:10])=[C:2]([NH:1][CH:13]([C:15]2[CH:16]=[C:17]([C:32]([N:34]([CH3:36])[CH3:35])=[O:33])[CH:18]=[C:19]3[C:24]=2[O:23][C:22]([N:25]2[CH2:30][CH2:29][O:28][CH2:27][CH2:26]2)=[CH:21][C:20]3=[O:31])[CH3:14])[CH:9]=[CH:8][CH:7]=1)#[N:6]. The yield is 0.550. (2) The reactants are O[C@@H:2]1[CH2:6][CH2:5][CH2:4][C@H:3]1[NH:7][C:8]1[N:13]([CH3:14])[C:12](=[O:15])[CH:11]=[CH:10][N:9]=1.C1(P(C2C=CC=CC=2)C2C=CC=CC=2)C=CC=CC=1.N(C(OCC)=O)=NC(OCC)=O. The catalyst is C1COCC1.C1(C)C=CC=CC=1. The product is [CH3:14][N:13]1[C:12](=[O:15])[CH:11]=[CH:10][N:9]2[C:8]1=[N:7][C@@H:3]1[CH2:4][CH2:5][CH2:6][C@@H:2]12. The yield is 0.920.